From a dataset of Reaction yield outcomes from USPTO patents with 853,638 reactions. Predict the reaction yield, written as a fraction of the theoretical maximum amount of product (1.0 means a 100% yield; for example, 0.34 means a 34% yield). (1) The yield is 0.360. The catalyst is O1CCOCC1. The product is [N:12]1([C:10]2[N:11]=[C:6]([C:4]([C:3]3[C:2]([NH2:1])=[N:29][CH:28]=[C:27]([Br:30])[CH:26]=3)=[O:5])[CH:7]=[CH:8][CH:9]=2)[CH2:18][CH2:17][CH2:16][NH:15][CH2:14][CH2:13]1. The reactants are [NH2:1][C:2]1[N:29]=[CH:28][C:27]([Br:30])=[CH:26][C:3]=1[C:4]([C:6]1[N:11]=[C:10]([N:12]2[CH2:18][CH2:17][CH2:16][N:15](C(OC(C)(C)C)=O)[CH2:14][CH2:13]2)[CH:9]=[CH:8][CH:7]=1)=[O:5].Cl. (2) The reactants are [CH2:1]([N:8]1[C:12]2[C:13](=[O:30])[N:14]([CH3:29])[C:15]([CH2:24][C:25]([O:27][CH3:28])=[O:26])=[C:16]([C:17]3[CH:22]=[CH:21][C:20]([Cl:23])=[CH:19][CH:18]=3)[C:11]=2[CH:10]=[CH:9]1)[C:2]1[CH:7]=[CH:6][CH:5]=[CH:4][CH:3]=1.[Li+].C[Si]([N-][Si](C)(C)C)(C)C.[O:41]1CCCC1. No catalyst specified. The product is [CH2:1]([N:8]1[C:12]2[C:13](=[O:30])[N:14]([CH3:29])[C:15]([CH:24]([OH:41])[C:25]([O:27][CH3:28])=[O:26])=[C:16]([C:17]3[CH:22]=[CH:21][C:20]([Cl:23])=[CH:19][CH:18]=3)[C:11]=2[CH:10]=[CH:9]1)[C:2]1[CH:7]=[CH:6][CH:5]=[CH:4][CH:3]=1. The yield is 0.820.